Dataset: Catalyst prediction with 721,799 reactions and 888 catalyst types from USPTO. Task: Predict which catalyst facilitates the given reaction. (1) Reactant: [CH3:1][N:2]1[CH:6]=[C:5]([S:7]([NH2:10])(=[O:9])=[O:8])[N:4]=[CH:3]1.C1(P(C2CCCCC2)C2C=CC=CC=2C2C(C(C)C)=CC(C(C)C)=CC=2C(C)C)CCCCC1.C(=O)([O-])[O-].[Cs+].[Cs+].[CH2:51]([O:53][C:54](=[O:75])[C@H:55]([O:57][C:58]1[CH:63]=[C:62](Cl)[N:61]=[C:60]([S:65][CH2:66][C:67]2[CH:72]=[CH:71][CH:70]=[C:69]([F:73])[C:68]=2[F:74])[N:59]=1)[CH3:56])[CH3:52]. Product: [CH2:51]([O:53][C:54](=[O:75])[C@H:55]([O:57][C:58]1[CH:63]=[C:62]([NH:10][S:7]([C:5]2[N:4]=[CH:3][N:2]([CH3:1])[CH:6]=2)(=[O:9])=[O:8])[N:61]=[C:60]([S:65][CH2:66][C:67]2[CH:72]=[CH:71][CH:70]=[C:69]([F:73])[C:68]=2[F:74])[N:59]=1)[CH3:56])[CH3:52]. The catalyst class is: 102. (2) Reactant: [OH-].[K+].C([O:5][C:6]([C:8]1([CH2:11][CH2:12][CH2:13][CH2:14][CH2:15][CH2:16][CH2:17][CH2:18][CH2:19][CH2:20][CH2:21][CH2:22][C:23]2([C:26](=[O:28])[NH2:27])[CH2:25][CH2:24]2)[CH2:10][CH2:9]1)=[O:7])C.Cl. Product: [C:26]([C:23]1([CH2:22][CH2:21][CH2:20][CH2:19][CH2:18][CH2:17][CH2:16][CH2:15][CH2:14][CH2:13][CH2:12][CH2:11][C:8]2([C:6]([OH:7])=[O:5])[CH2:9][CH2:10]2)[CH2:24][CH2:25]1)(=[O:28])[NH2:27]. The catalyst class is: 40. (3) Reactant: O[C@@H:2]([C:4]1[CH:11]=[CH:10][C:7]([C:8]#[N:9])=[CH:6][CH:5]=1)[CH3:3].CS(Cl)(=O)=O.S([O-])(=O)(=O)C.[CH3:22][O:23][C:24]1[CH:29]=[CH:28][C:27]([C:30]2[C:35]([CH3:36])=[C:34]([C:37]([F:40])([F:39])[F:38])[N:33]3[N:41]=[CH:42][C:43]([C:44]([N:46]4[CH2:51][CH2:50][NH:49][CH2:48][C@H:47]4[CH3:52])=[O:45])=[C:32]3[N:31]=2)=[CH:26][CH:25]=1. Product: [CH3:22][O:23][C:24]1[CH:25]=[CH:26][C:27]([C:30]2[C:35]([CH3:36])=[C:34]([C:37]([F:39])([F:38])[F:40])[N:33]3[N:41]=[CH:42][C:43]([C:44]([N:46]4[CH2:51][CH2:50][N:49]([C@H:2]([C:4]5[CH:11]=[CH:10][C:7]([C:8]#[N:9])=[CH:6][CH:5]=5)[CH3:3])[CH2:48][C@H:47]4[CH3:52])=[O:45])=[C:32]3[N:31]=2)=[CH:28][CH:29]=1. The catalyst class is: 25. (4) Reactant: [NH2:1][C:2]1[N:6]([C:7]2[C:12]([Cl:13])=[CH:11][C:10]([Cl:14])=[CH:9][N:8]=2)[N:5]=[C:4]([CH:15]([CH3:17])[CH3:16])[C:3]=1[C:18]#[N:19].[OH-:20].[Na+]. Product: [NH2:1][C:2]1[N:6]([C:7]2[C:12]([Cl:13])=[CH:11][C:10]([Cl:14])=[CH:9][N:8]=2)[N:5]=[C:4]([CH:15]([CH3:17])[CH3:16])[C:3]=1[C:18]([NH2:19])=[O:20]. The catalyst class is: 82. (5) Reactant: [F:1][C:2]([F:23])([F:22])[CH2:3][N:4]1[C:9](=[O:10])[C:8](Cl)=[C:7]([C:12]2[CH:17]=[CH:16][C:15]([S:18]([CH3:21])(=[O:20])=[O:19])=[CH:14][CH:13]=2)[CH:6]=[N:5]1.[N-:24]=[N+:25]=[N-:26].[Na+]. Product: [F:1][C:2]([F:23])([F:22])[CH2:3][N:4]1[C:9](=[O:10])[C:8]([N:24]=[N+:25]=[N-:26])=[C:7]([C:12]2[CH:17]=[CH:16][C:15]([S:18]([CH3:21])(=[O:20])=[O:19])=[CH:14][CH:13]=2)[CH:6]=[N:5]1. The catalyst class is: 39. (6) Reactant: [CH:1]([C:3]1[C:11]2[C:6](=[CH:7][CH:8]=[C:9]([O:12][CH3:13])[CH:10]=2)[N:5]([CH2:14][CH2:15][CH2:16][C:17]#[N:18])[C:4]=1[C:19]1[C:20]([CH3:26])=[N:21][N:22]([CH3:25])[C:23]=1[CH3:24])=O.[CH3:27][NH:28][C:29]([NH:31][C:32]1[CH:33]=[CH:34][C:35]2[O:39][CH2:38][C:37](=[O:40])[C:36]=2[CH:41]=1)=[O:30].CCOC(C)=O. Product: [C:17]([CH2:16][CH2:15][CH2:14][N:5]1[C:6]2[C:11](=[CH:10][C:9]([O:12][CH3:13])=[CH:8][CH:7]=2)[C:3](/[CH:1]=[C:38]2\[O:39][C:35]3[CH:34]=[CH:33][C:32]([NH:31][C:29]([NH:28][CH3:27])=[O:30])=[CH:41][C:36]=3[C:37]\2=[O:40])=[C:4]1[C:19]1[C:20]([CH3:26])=[N:21][N:22]([CH3:25])[C:23]=1[CH3:24])#[N:18]. The catalyst class is: 422. (7) The catalyst class is: 2. Reactant: [N:1]([CH2:4][CH2:5][CH2:6][NH:7][C:8](=[O:32])[CH2:9][CH2:10][CH2:11][CH2:12][CH2:13][CH2:14][CH2:15][CH2:16][CH2:17][CH2:18][CH2:19][CH2:20][CH2:21][CH2:22][CH2:23][CH2:24][C:25]([O:27]C(C)(C)C)=[O:26])=[N+:2]=[N-:3].C(O)(C(F)(F)F)=O. Product: [N:1]([CH2:4][CH2:5][CH2:6][NH:7][C:8](=[O:32])[CH2:9][CH2:10][CH2:11][CH2:12][CH2:13][CH2:14][CH2:15][CH2:16][CH2:17][CH2:18][CH2:19][CH2:20][CH2:21][CH2:22][CH2:23][CH2:24][C:25]([OH:27])=[O:26])=[N+:2]=[N-:3]. (8) Reactant: [NH2:1][C@@H:2]1[CH2:7][CH2:6][CH2:5][CH2:4][C@H:3]1[NH2:8].[Cl:9][C:10]1[CH:15]=[CH:14][CH:13]=[C:12]([C:16]([F:19])([F:18])[F:17])[C:11]=1[N:20]=[C:21]=[O:22]. Product: [NH2:1][C@@H:2]1[CH2:7][CH2:6][CH2:5][CH2:4][C@H:3]1[NH:8][C:21]([NH:20][C:11]1[C:12]([C:16]([F:17])([F:19])[F:18])=[CH:13][CH:14]=[CH:15][C:10]=1[Cl:9])=[O:22]. The catalyst class is: 1.